Task: Predict the product of the given reaction.. Dataset: Forward reaction prediction with 1.9M reactions from USPTO patents (1976-2016) Given the reactants C([O:4][CH2:5][C:6]1[C:7]([N:30]2[N:39]=[CH:38][C:37]3[C:32](=[C:33]([F:44])[CH:34]=[C:35]([C:40]([CH3:43])([CH3:42])[CH3:41])[CH:36]=3)[C:31]2=[O:45])=[N:8][CH:9]=[CH:10][C:11]=1[C:12]1[CH:17]=[C:16]([NH:18][C:19]2[CH:23]=[C:22]([CH:24]3[CH2:26][CH2:25]3)[N:21]([CH3:27])[N:20]=2)[C:15](=[O:28])[N:14]([CH3:29])[CH:13]=1)(=O)C.[OH-].[Li+], predict the reaction product. The product is: [C:40]([C:35]1[CH:36]=[C:37]2[C:32](=[C:33]([F:44])[CH:34]=1)[C:31](=[O:45])[N:30]([C:7]1[C:6]([CH2:5][OH:4])=[C:11]([C:12]3[CH:17]=[C:16]([NH:18][C:19]4[CH:23]=[C:22]([CH:24]5[CH2:26][CH2:25]5)[N:21]([CH3:27])[N:20]=4)[C:15](=[O:28])[N:14]([CH3:29])[CH:13]=3)[CH:10]=[CH:9][N:8]=1)[N:39]=[CH:38]2)([CH3:43])([CH3:41])[CH3:42].